This data is from NCI-60 drug combinations with 297,098 pairs across 59 cell lines. The task is: Regression. Given two drug SMILES strings and cell line genomic features, predict the synergy score measuring deviation from expected non-interaction effect. Drug 1: CCCS(=O)(=O)NC1=C(C(=C(C=C1)F)C(=O)C2=CNC3=C2C=C(C=N3)C4=CC=C(C=C4)Cl)F. Drug 2: COCCOC1=C(C=C2C(=C1)C(=NC=N2)NC3=CC=CC(=C3)C#C)OCCOC.Cl. Cell line: SN12C. Synergy scores: CSS=7.38, Synergy_ZIP=-0.767, Synergy_Bliss=5.09, Synergy_Loewe=-0.509, Synergy_HSA=2.75.